This data is from Forward reaction prediction with 1.9M reactions from USPTO patents (1976-2016). The task is: Predict the product of the given reaction. (1) Given the reactants Cl[C:2]1[C:3]2[NH:10][CH:9]=[CH:8][C:4]=2[N:5]=[CH:6][N:7]=1.[O:11]([C:18]1[CH:23]=[CH:22][C:21]([OH:24])=[CH:20][CH:19]=1)[C:12]1[CH:17]=[CH:16][CH:15]=[CH:14][CH:13]=1.O[CH2:26][CH:27]1[CH2:31][CH2:30][N:29]([C:32]([O:34]C(C)(C)C)=O)[CH2:28]1.[C:39](Cl)(=O)[CH:40]=C, predict the reaction product. The product is: [O:11]([C:18]1[CH:19]=[CH:20][C:21]([O:24][C:2]2[C:3]3[N:10]([CH2:26][CH:27]4[CH2:31][CH2:30][N:29]([C:32](=[O:34])[CH:39]=[CH2:40])[CH2:28]4)[CH:9]=[CH:8][C:4]=3[N:5]=[CH:6][N:7]=2)=[CH:22][CH:23]=1)[C:12]1[CH:17]=[CH:16][CH:15]=[CH:14][CH:13]=1. (2) Given the reactants [CH2:1]([C:3]1[CH:9]=[CH:8][CH:7]=[CH:6][C:4]=1N)[CH3:2].Br[C:11]1[CH:16]=[CH:15][CH:14]=C[N:12]=1.CC(C)([O-])C.[Na+], predict the reaction product. The product is: [CH2:1]([C:2]1[CH:14]=[CH:15][CH:16]=[CH:11][N:12]=1)[C:3]1[CH:9]=[CH:8][CH:7]=[CH:6][CH:4]=1.